From a dataset of Full USPTO retrosynthesis dataset with 1.9M reactions from patents (1976-2016). Predict the reactants needed to synthesize the given product. (1) Given the product [CH3:7][O:8][C:9]1[C:17]2[N:16]=[C:15]3[N:18]([C:22]4[C:23]([CH3:31])=[N:24][C:25]([O:29][CH3:30])=[N:26][C:27]=4[CH3:28])[CH2:19][CH2:20][CH2:21][N:14]3[C:13]=2[C:12]([CH2:32][OH:33])=[CH:11][CH:10]=1, predict the reactants needed to synthesize it. The reactants are: [H-].[Al+3].[Li+].[H-].[H-].[H-].[CH3:7][O:8][C:9]1[CH:10]=[CH:11][C:12]([C:32](OC)=[O:33])=[C:13]2[C:17]=1[N:16]=[C:15]1[N:18]([C:22]3[C:23]([CH3:31])=[N:24][C:25]([O:29][CH3:30])=[N:26][C:27]=3[CH3:28])[CH2:19][CH2:20][CH2:21][N:14]21.[OH-].[Na+].S([O-])([O-])(=O)=O.[Mg+2]. (2) Given the product [C:1]([O:5][C:6]([N:8]1[CH2:13][CH2:12][N:11]2[C:14]([C:17](=[O:22])[NH:27][CH:24]([CH3:26])[CH3:25])=[CH:15][CH:16]=[C:10]2[CH:9]1[CH3:23])=[O:7])([CH3:2])([CH3:4])[CH3:3], predict the reactants needed to synthesize it. The reactants are: [C:1]([O:5][C:6]([N:8]1[CH2:13][CH2:12][N:11]2[C:14]([C:17](=[O:22])C(Cl)(Cl)Cl)=[CH:15][CH:16]=[C:10]2[CH:9]1[CH3:23])=[O:7])([CH3:4])([CH3:3])[CH3:2].[CH:24]([NH2:27])([CH3:26])[CH3:25]. (3) Given the product [Cl:1][C:2]1[CH:7]=[N:6][C:5]([O:8][CH3:9])=[C:4]2[NH:15][CH:14]=[CH:13][C:3]=12, predict the reactants needed to synthesize it. The reactants are: [Cl:1][C:2]1[C:3]([CH:13]=[CH:14][N:15](C)C)=[C:4]([N+]([O-])=O)[C:5]([O:8][CH3:9])=[N:6][CH:7]=1.[H][H].